Dataset: Forward reaction prediction with 1.9M reactions from USPTO patents (1976-2016). Task: Predict the product of the given reaction. Given the reactants [Cl:1][C:2]1[N:7]=[CH:6][C:5]([CH2:8][C:9]([O:11]C(C)(C)C)=O)=[CH:4][C:3]=1[F:16].C(O)(C(F)(F)F)=O.[NH2:24][C:25]1[N:30]=[CH:29][C:28]([N:31]2[CH2:36][CH2:35][N:34]([C:37](=[O:39])[CH3:38])[CH2:33][CH2:32]2)=[CH:27][CH:26]=1.CCN(C(C)C)C(C)C.F[P-](F)(F)(F)(F)F.N1(OC(N(C)C)=[N+](C)C)C2N=CC=CC=2N=N1, predict the reaction product. The product is: [C:37]([N:34]1[CH2:33][CH2:32][N:31]([C:28]2[CH:27]=[CH:26][C:25]([NH:24][C:9](=[O:11])[CH2:8][C:5]3[CH:6]=[N:7][C:2]([Cl:1])=[C:3]([F:16])[CH:4]=3)=[N:30][CH:29]=2)[CH2:36][CH2:35]1)(=[O:39])[CH3:38].